This data is from Full USPTO retrosynthesis dataset with 1.9M reactions from patents (1976-2016). The task is: Predict the reactants needed to synthesize the given product. (1) Given the product [OH:4][CH2:5][CH2:6][C:7]1[S:8][C:9]([S:13]([NH:16][C:17](=[O:29])[NH:18][C:19]2[CH:24]=[C:23]([C:25]([F:27])([F:28])[F:26])[CH:22]=[CH:21][N:20]=2)(=[O:15])=[O:14])=[CH:10][C:11]=1[CH3:12], predict the reactants needed to synthesize it. The reactants are: C([O:4][CH2:5][CH2:6][C:7]1[S:8][C:9]([S:13]([NH:16][C:17](=[O:29])[NH:18][C:19]2[CH:24]=[C:23]([C:25]([F:28])([F:27])[F:26])[CH:22]=[CH:21][N:20]=2)(=[O:15])=[O:14])=[CH:10][C:11]=1[CH3:12])(=O)C.[Li+].[OH-]. (2) Given the product [CH3:8][C:9]1[C:20]([NH:21][C:22](=[O:24])[CH3:23])=[CH:19][C:12]2[CH2:13][CH2:14][CH2:15][C:16]3([CH2:17][C:11]=2[CH:10]=1)[O:38][CH2:37][CH2:36][O:18]3, predict the reactants needed to synthesize it. The reactants are: C1(C)C=CC=CC=1.[CH3:8][C:9]1[C:20]([NH:21][C:22](=[O:24])[CH3:23])=[CH:19][C:12]2[CH2:13][CH2:14][CH2:15][C:16](=[O:18])[CH2:17][C:11]=2[CH:10]=1.S(O)(C1C=CC(C)=CC=1)(=O)=O.[CH2:36](O)[CH2:37][OH:38]. (3) Given the product [CH2:16]([N:3]1[C:11]2[C:6](=[CH:7][CH:8]=[CH:9][CH:10]=2)[C:5]([C:12]([O:14][CH3:15])=[O:13])=[CH:4]1)[C:17]1[CH:22]=[CH:21][CH:20]=[CH:19][CH:18]=1, predict the reactants needed to synthesize it. The reactants are: [H-].[Na+].[NH:3]1[C:11]2[C:6](=[CH:7][CH:8]=[CH:9][CH:10]=2)[C:5]([C:12]([O:14][CH3:15])=[O:13])=[CH:4]1.[CH2:16](Br)[C:17]1[CH:22]=[CH:21][CH:20]=[CH:19][CH:18]=1.O. (4) Given the product [C:1]([O:5][C:6](=[O:25])[NH:7][CH:8]([C:18]1[CH:19]=[CH:20][C:21]([Cl:24])=[CH:22][CH:23]=1)[C:9](=[O:10])[C:11]1[CH:16]=[CH:15][C:14]([O:17][CH:47]2[CH2:48][CH2:49][CH2:50][O:45][CH2:46]2)=[CH:13][CH:12]=1)([CH3:4])([CH3:2])[CH3:3], predict the reactants needed to synthesize it. The reactants are: [C:1]([O:5][C:6](=[O:25])[NH:7][CH:8]([C:18]1[CH:23]=[CH:22][C:21]([Cl:24])=[CH:20][CH:19]=1)[C:9]([C:11]1[CH:16]=[CH:15][C:14]([OH:17])=[CH:13][CH:12]=1)=[O:10])([CH3:4])([CH3:3])[CH3:2].C1(P(C2C=CC=CC=2)C2C=CC=CC=2)C=CC=CC=1.[O:45]1[CH2:50][CH2:49][CH2:48][CH:47](O)[CH2:46]1.N(C(OC(C)(C)C)=O)=NC(OC(C)(C)C)=O. (5) Given the product [Cl:7][C:8]1[S:12][C:11]([CH2:13][O:14][C:15]2[C:20]([F:21])=[CH:19][C:18]([CH2:22][CH2:23][CH2:24][OH:25])=[CH:17][C:16]=2[F:29])=[C:10]([C:30]2[CH:31]=[CH:32][C:33]([CH2:36][CH3:37])=[CH:34][CH:35]=2)[CH:9]=1, predict the reactants needed to synthesize it. The reactants are: [H-].[H-].[H-].[H-].[Li+].[Al+3].[Cl:7][C:8]1[S:12][C:11]([CH2:13][O:14][C:15]2[C:20]([F:21])=[CH:19][C:18]([CH2:22][CH2:23][C:24](OCC)=[O:25])=[CH:17][C:16]=2[F:29])=[C:10]([C:30]2[CH:35]=[CH:34][C:33]([CH2:36][CH3:37])=[CH:32][CH:31]=2)[CH:9]=1. (6) Given the product [F:27][C:2]([F:1])([F:26])[C:3]1[CH:4]=[CH:5][C:6]([O:9][C:10]2[CH:11]=[CH:12][C:13]([O:16][C:17]([N:19]3[CH2:20][CH2:21][CH:22]([O:25][N:39]4[C:35]([S:34][C:28]5[CH:33]=[CH:32][CH:31]=[CH:30][CH:29]=5)=[CH:36][CH:37]=[N:38]4)[CH2:23][CH2:24]3)=[O:18])=[CH:14][CH:15]=2)=[N:7][CH:8]=1, predict the reactants needed to synthesize it. The reactants are: [F:1][C:2]([F:27])([F:26])[C:3]1[CH:4]=[CH:5][C:6]([O:9][C:10]2[CH:15]=[CH:14][C:13]([O:16][C:17]([N:19]3[CH2:24][CH2:23][CH:22]([OH:25])[CH2:21][CH2:20]3)=[O:18])=[CH:12][CH:11]=2)=[N:7][CH:8]=1.[C:28]1([S:34][C:35]2[N:39](O)[N:38]=[CH:37][CH:36]=2)[CH:33]=[CH:32][CH:31]=[CH:30][CH:29]=1. (7) Given the product [Cl:23][C:24]1[C:33]2[C:28](=[C:29]([F:35])[CH:30]=[CH:31][C:32]=2[F:34])[C:27]([NH:1][C:2]2[CH:22]=[CH:21][C:5]([O:6][C:7]3[C:12]([C:13]4[CH:18]=[CH:17][N:16]=[C:15]([NH:19][CH3:20])[N:14]=4)=[CH:11][CH:10]=[CH:9][N:8]=3)=[CH:4][CH:3]=2)=[N:26][N:25]=1, predict the reactants needed to synthesize it. The reactants are: [NH2:1][C:2]1[CH:22]=[CH:21][C:5]([O:6][C:7]2[C:12]([C:13]3[CH:18]=[CH:17][N:16]=[C:15]([NH:19][CH3:20])[N:14]=3)=[CH:11][CH:10]=[CH:9][N:8]=2)=[CH:4][CH:3]=1.[Cl:23][C:24]1[C:33]2[C:28](=[C:29]([F:35])[CH:30]=[CH:31][C:32]=2[F:34])[C:27](Cl)=[N:26][N:25]=1.CC(O)(C)C.